From a dataset of Full USPTO retrosynthesis dataset with 1.9M reactions from patents (1976-2016). Predict the reactants needed to synthesize the given product. (1) Given the product [Cl:4][C:5]1[CH:12]=[CH:11][C:8]([CH:9]([OH:10])[CH3:1])=[CH:7][C:6]=1[F:13], predict the reactants needed to synthesize it. The reactants are: [CH3:1][Mg]Br.[Cl:4][C:5]1[CH:12]=[CH:11][C:8]([CH:9]=[O:10])=[CH:7][C:6]=1[F:13].[NH4+].[Cl-]. (2) Given the product [F:8][C:5]1[N:6]=[CH:7][C:2]([CH2:21][C:22]([CH3:25])([OH:23])[CH3:24])=[CH:3][CH:4]=1, predict the reactants needed to synthesize it. The reactants are: Br[C:2]1[CH:3]=[CH:4][C:5]([F:8])=[N:6][CH:7]=1.C(=O)=O.CC(C)=O.C([Li])CCC.[CH3:21][C:22]1([CH3:25])[CH2:24][O:23]1. (3) Given the product [CH:1]1([CH2:4][O:5][C:6]2[CH:14]=[CH:13][C:9]3[O:10][CH2:11][O:12][C:8]=3[C:7]=2[C:15]2[C:16]3[NH:23][C:22]([CH3:24])=[C:21]([C:25]([NH:38][C@H:39]([CH2:69][C:70]4[CH:71]=[CH:72][C:73]([CH3:76])=[CH:74][CH:75]=4)[C:40]([N:42]4[CH2:43][CH2:44][CH:45]([N:48]5[N:57]=[C:56]([C:58]6[CH:63]=[CH:62][C:61]([O:64][CH3:65])=[C:60]([O:66][CH3:67])[CH:59]=6)[C@@H:55]6[C@@H:50]([CH2:51][CH2:52][CH2:53][CH2:54]6)[C:49]5=[O:68])[CH2:46][CH2:47]4)=[O:41])=[O:26])[C:17]=3[N:18]=[CH:19][N:20]=2)[CH2:3][CH2:2]1, predict the reactants needed to synthesize it. The reactants are: [CH:1]1([CH2:4][O:5][C:6]2[CH:14]=[CH:13][C:9]3[O:10][CH2:11][O:12][C:8]=3[C:7]=2[C:15]2[C:16]3[NH:23][C:22]([CH3:24])=[C:21]([C:25](O)=[O:26])[C:17]=3[N:18]=[CH:19][N:20]=2)[CH2:3][CH2:2]1.CCN(C(C)C)C(C)C.Cl.[NH2:38][C@H:39]([CH2:69][C:70]1[CH:75]=[CH:74][C:73]([CH3:76])=[CH:72][CH:71]=1)[C:40]([N:42]1[CH2:47][CH2:46][CH:45]([N:48]2[N:57]=[C:56]([C:58]3[CH:63]=[CH:62][C:61]([O:64][CH3:65])=[C:60]([O:66][CH3:67])[CH:59]=3)[C@@H:55]3[C@@H:50]([CH2:51][CH2:52][CH2:53][CH2:54]3)[C:49]2=[O:68])[CH2:44][CH2:43]1)=[O:41].CCOC(C(C#N)=NOC(N1CCOCC1)=[N+](C)C)=O.F[P-](F)(F)(F)(F)F.C(=O)(O)[O-].[Na+].